This data is from Forward reaction prediction with 1.9M reactions from USPTO patents (1976-2016). The task is: Predict the product of the given reaction. Given the reactants C([O:3][C:4]([C:6]1[C:7]([CH2:12][CH2:13][CH2:14][CH3:15])=[N:8][O:9][C:10]=1[CH3:11])=[O:5])C.[CH:16](=O)[C:17]1[CH:22]=[CH:21][CH:20]=[CH:19][CH:18]=1.[O-]CC.[Na+].Cl, predict the reaction product. The product is: [CH2:12]([C:7]1[C:6]([C:4]([OH:3])=[O:5])=[C:10](/[CH:11]=[CH:16]/[C:17]2[CH:22]=[CH:21][CH:20]=[CH:19][CH:18]=2)[O:9][N:8]=1)[CH2:13][CH2:14][CH3:15].